From a dataset of Catalyst prediction with 721,799 reactions and 888 catalyst types from USPTO. Predict which catalyst facilitates the given reaction. (1) Reactant: [F:1][C:2]([F:22])([F:21])[C:3]1[CH:4]=[C:5]([CH:14]=[C:15]([C:17]([F:20])([F:19])[F:18])[CH:16]=1)[CH2:6][NH:7][C:8]1[N:9]=[N:10][N:11]([CH3:13])[N:12]=1.[H-].[Na+].Br[CH2:26][C:27]1[CH:32]=[C:31]([C:33]([F:36])([F:35])[F:34])[CH:30]=[CH:29][C:28]=1[C:37]1([O:45][CH3:46])[CH2:42][CH2:41][CH:40]([C:43]#[N:44])[CH2:39][CH2:38]1.Cl. Product: [F:18][C:17]([F:19])([F:20])[C:15]1[CH:14]=[C:5]([CH:4]=[C:3]([C:2]([F:1])([F:21])[F:22])[CH:16]=1)[CH2:6][N:7]([CH2:26][C:27]1[CH:32]=[C:31]([C:33]([F:34])([F:35])[F:36])[CH:30]=[CH:29][C:28]=1[C:37]1([O:45][CH3:46])[CH2:38][CH2:39][CH:40]([C:43]#[N:44])[CH2:41][CH2:42]1)[C:8]1[N:9]=[N:10][N:11]([CH3:13])[N:12]=1. The catalyst class is: 20. (2) Reactant: [Si]([O:8][CH2:9][CH2:10][N:11]([CH2:26][CH2:27][C:28]1[C:36]2[C:31](=[CH:32][CH:33]=[CH:34][CH:35]=2)[NH:30][CH:29]=1)[CH:12]1[C:20]2[C:15](=[CH:16][C:17]([C:21]([O:23][CH2:24][CH3:25])=[O:22])=[CH:18][CH:19]=2)[CH2:14][CH2:13]1)(C(C)(C)C)(C)C.C(O)(C(F)(F)F)=O. Product: [OH:8][CH2:9][CH2:10][N:11]([CH2:26][CH2:27][C:28]1[C:36]2[C:31](=[CH:32][CH:33]=[CH:34][CH:35]=2)[NH:30][CH:29]=1)[CH:12]1[C:20]2[C:15](=[CH:16][C:17]([C:21]([O:23][CH2:24][CH3:25])=[O:22])=[CH:18][CH:19]=2)[CH2:14][CH2:13]1. The catalyst class is: 24. (3) Product: [C:1]([N:9]1[C:18]2[C:13](=[CH:14][C:15]([OH:19])=[CH:16][CH:17]=2)[C@H:12]([N:21]([C:25]2[CH:30]=[CH:29][CH:28]=[CH:27][CH:26]=2)[C:22](=[O:24])[CH3:23])[CH2:11][C@@H:10]1[CH3:31])(=[O:8])[C:2]1[CH:3]=[CH:4][CH:5]=[CH:6][CH:7]=1. The catalyst class is: 4. Reactant: [C:1]([N:9]1[C:18]2[C:13](=[CH:14][C:15]([O:19]C)=[CH:16][CH:17]=2)[C@H:12]([N:21]([C:25]2[CH:30]=[CH:29][CH:28]=[CH:27][CH:26]=2)[C:22](=[O:24])[CH3:23])[CH2:11][C@@H:10]1[CH3:31])(=[O:8])[C:2]1[CH:7]=[CH:6][CH:5]=[CH:4][CH:3]=1.B(Br)(Br)Br.